Task: Predict which catalyst facilitates the given reaction.. Dataset: Catalyst prediction with 721,799 reactions and 888 catalyst types from USPTO Reactant: [NH2:1][C:2]1[CH:7]=[CH:6][C:5]([C:8]2[CH:9]=[N:10][C:11]([NH:14][CH2:15][CH2:16][N:17]3[CH2:22][CH2:21][O:20][CH2:19][CH2:18]3)=[N:12][CH:13]=2)=[CH:4][CH:3]=1.[F:23][C:24]([F:35])([F:34])[C:25]1[CH:26]=[C:27]([N:31]=[C:32]=[O:33])[CH:28]=[CH:29][CH:30]=1. Product: [O:20]1[CH2:19][CH2:18][N:17]([CH2:16][CH2:15][NH:14][C:11]2[N:12]=[CH:13][C:8]([C:5]3[CH:4]=[CH:3][C:2]([NH:1][C:32]([NH:31][C:27]4[CH:28]=[CH:29][CH:30]=[C:25]([C:24]([F:23])([F:34])[F:35])[CH:26]=4)=[O:33])=[CH:7][CH:6]=3)=[CH:9][N:10]=2)[CH2:22][CH2:21]1. The catalyst class is: 241.